Dataset: Full USPTO retrosynthesis dataset with 1.9M reactions from patents (1976-2016). Task: Predict the reactants needed to synthesize the given product. (1) Given the product [OH:1][C@H:2]([CH2:24][OH:25])[CH2:3][NH:4][C:5](=[O:23])[C:6]1[CH:11]=[CH:10][C:9]([O:12][CH2:13][CH2:14][CH2:15][CH:16]2[CH2:17][CH2:18][N:19]([C:27]3[N:32]=[CH:31][C:30]([CH2:33][CH3:34])=[CH:29][N:28]=3)[CH2:20][CH2:21]2)=[N:8][C:7]=1[CH3:22], predict the reactants needed to synthesize it. The reactants are: [OH:1][C@H:2]([CH2:24][OH:25])[CH2:3][NH:4][C:5](=[O:23])[C:6]1[CH:11]=[CH:10][C:9]([O:12][CH2:13][CH2:14][CH2:15][CH:16]2[CH2:21][CH2:20][NH:19][CH2:18][CH2:17]2)=[N:8][C:7]=1[CH3:22].Cl[C:27]1[N:32]=[CH:31][C:30]([CH2:33][CH3:34])=[CH:29][N:28]=1. (2) Given the product [Cl:1][C:2]1[C:3]([NH:15][CH2:16][CH:17]2[CH2:18][CH2:19][NH:20][CH2:21][CH2:22]2)=[CH:4][C:5]([NH2:8])=[N:6][CH:7]=1, predict the reactants needed to synthesize it. The reactants are: [Cl:1][C:2]1[C:3]([NH:15][CH2:16][CH:17]2[CH2:22][CH2:21][N:20](C(OCC3C=CC=CC=3)=O)[CH2:19][CH2:18]2)=[CH:4][C:5]([NH:8]C(=O)C(C)(C)C)=[N:6][CH:7]=1. (3) Given the product [CH2:1]([S:3][C:4]1[C:5]([C:10]2[N:19]([CH3:20])[C:13]3=[N:14][CH:15]=[C:16]([C:23]([F:28])([F:27])[C:22]([F:30])([F:29])[F:21])[CH:17]=[C:12]3[N:11]=2)=[N:6][CH:7]=[CH:8][CH:9]=1)[CH3:2], predict the reactants needed to synthesize it. The reactants are: [CH2:1]([S:3][C:4]1[C:5]([C:10]2[N:19]([CH3:20])[C:13]3=[N:14][CH:15]=[C:16](I)[CH:17]=[C:12]3[N:11]=2)=[N:6][CH:7]=[CH:8][CH:9]=1)[CH3:2].[F:21][C:22]([F:30])([F:29])[C:23]([F:28])([F:27])C([O-])=O.[Na+].N.C(=O)([O-])O.[Na+].